From a dataset of Forward reaction prediction with 1.9M reactions from USPTO patents (1976-2016). Predict the product of the given reaction. (1) Given the reactants [F:1][C:2]([F:19])([F:18])[C:3]1[CH:4]=[C:5]([CH:9]=[CH:10][C:11]2[CH:16]=[CH:15][CH:14]=[CH:13][N+:12]=2[O-])[CH:6]=[CH:7][CH:8]=1.COS(OC)(=O)=O.[C-:27]#[N:28].[Na+], predict the reaction product. The product is: [F:1][C:2]([F:19])([F:18])[C:3]1[CH:4]=[C:5]([CH:9]=[CH:10][C:11]2[N:12]=[C:13]([C:27]#[N:28])[CH:14]=[CH:15][CH:16]=2)[CH:6]=[CH:7][CH:8]=1. (2) Given the reactants B1([O-])OO1.[OH2:5].O.O.O.[Na+].[Br:10][C:11]1[C:12]([N+:23]([O-:25])=[O:24])=[C:13]([CH:16]=[C:17]([O:21][CH3:22])[C:18]=1[O:19][CH3:20])[CH:14]=[O:15], predict the reaction product. The product is: [Br:10][C:11]1[C:12]([N+:23]([O-:25])=[O:24])=[C:13]([CH:16]=[C:17]([O:21][CH3:22])[C:18]=1[O:19][CH3:20])[C:14]([OH:5])=[O:15]. (3) Given the reactants [CH2:1]([N:8]1[C:20]2[C:11](=[C:12]3[C:17](=[C:18]4[CH:24]=[C:23]([F:25])[CH:22]=[CH:21][C:19]4=2)[C:16](=[O:26])[N:15]([CH2:27][O:28][CH2:29][CH2:30][Si:31]([CH3:34])([CH3:33])[CH3:32])[CH:14]=[CH:13]3)[N:10]=[C:9]1[N:35]1[CH2:40][CH2:39][C:38](=O)[CH2:37][CH2:36]1)[C:2]1[CH:7]=[CH:6][CH:5]=[CH:4][CH:3]=1.C(=O)(O)[O-].[K+].Cl.[NH2:48][OH:49], predict the reaction product. The product is: [CH2:1]([N:8]1[C:20]2[C:11](=[C:12]3[C:17](=[C:18]4[CH:24]=[C:23]([F:25])[CH:22]=[CH:21][C:19]4=2)[C:16](=[O:26])[N:15]([CH2:27][O:28][CH2:29][CH2:30][Si:31]([CH3:32])([CH3:33])[CH3:34])[CH:14]=[CH:13]3)[N:10]=[C:9]1[N:35]1[CH2:36][CH2:37][C:38](=[N:48][OH:49])[CH2:39][CH2:40]1)[C:2]1[CH:3]=[CH:4][CH:5]=[CH:6][CH:7]=1. (4) Given the reactants [O:1]1[C:5]2[CH:6]=[CH:7][CH:8]=[CH:9][C:4]=2[CH:3]=[C:2]1B(O)O.Br[C:14]1[CH:35]=[CH:34][C:17]([C:18]([NH:20][S:21]([C:24]2[CH:29]=[CH:28][CH:27]=[CH:26][C:25]=2[S:30](=[O:33])(=[O:32])[NH2:31])(=[O:23])=[O:22])=[O:19])=[C:16]([CH3:36])[C:15]=1[O:37][CH3:38], predict the reaction product. The product is: [O:1]1[C:5]2[CH:6]=[CH:7][CH:8]=[CH:9][C:4]=2[CH:3]=[C:2]1[C:14]1[CH:35]=[CH:34][C:17]([C:18]([NH:20][S:21]([C:24]2[CH:29]=[CH:28][CH:27]=[CH:26][C:25]=2[S:30](=[O:32])(=[O:33])[NH2:31])(=[O:22])=[O:23])=[O:19])=[C:16]([CH3:36])[C:15]=1[O:37][CH3:38]. (5) The product is: [CH3:11][C:1]1[CH:6]=[C:5]([CH3:7])[CH:4]=[C:3]([CH3:8])[C:2]=1[CH:12]1[C:21]2[C:16](=[CH:17][CH:18]=[CH:19][CH:20]=2)[CH:15]=[CH:14][N:13]1[C:23]([O:25][CH2:26][CH3:27])=[O:24]. Given the reactants [C:1]1([CH3:11])[CH:6]=[C:5]([CH3:7])[CH:4]=[C:3]([CH3:8])[C:2]=1[Mg]Br.[CH:12]1[C:21]2[C:16](=[CH:17][CH:18]=[CH:19][CH:20]=2)[CH:15]=[CH:14][N:13]=1.Cl[C:23]([O:25][CH2:26][CH3:27])=[O:24], predict the reaction product. (6) Given the reactants Br[C:2]1[N:7]=[CH:6][C:5]([C:8](=[O:10])[CH3:9])=[CH:4][CH:3]=1.[C:11]([Cu])#[N:12].CCOC(C)=O, predict the reaction product. The product is: [C:8]([C:5]1[CH:4]=[CH:3][C:2]([C:11]#[N:12])=[N:7][CH:6]=1)(=[O:10])[CH3:9]. (7) Given the reactants [CH3:1][O:2][C:3]([NH:5][C@H:6]([C:11]([N:13]1[C@@H:17]([CH3:18])[CH2:16][CH2:15][C@H:14]1[C:19]1[NH:20][C:21]([C:24]2[CH:29]=[C:28]3[CH2:30][O:31][C:32]4[CH:57]=[C:56]5[C:35]([CH2:36][CH2:37][C:38]6[N:42]=[C:41]([C@@H:43]7[CH2:47][CH2:46][C@H:45]([CH3:48])[N:44]7[C:49]([O:51][C:52]([CH3:55])([CH3:54])[CH3:53])=[O:50])[NH:40][C:39]=65)=[CH:34][C:33]=4[C:27]3=[CH:26][CH:25]=2)=[CH:22][N:23]=1)=[O:12])[C@H:7]([CH2:9][CH3:10])[CH3:8])=[O:4], predict the reaction product. The product is: [CH3:1][O:2][C:3]([NH:5][C@H:6]([C:11]([N:13]1[C@@H:17]([CH3:18])[CH2:16][CH2:15][C@H:14]1[C:19]1[NH:20][C:21]([C:24]2[CH:29]=[C:28]3[CH2:30][O:31][C:32]4[CH:57]=[C:56]5[C:35]([CH:36]=[CH:37][C:38]6[N:42]=[C:41]([C@@H:43]7[CH2:47][CH2:46][C@H:45]([CH3:48])[N:44]7[C:49]([O:51][C:52]([CH3:53])([CH3:54])[CH3:55])=[O:50])[NH:40][C:39]=65)=[CH:34][C:33]=4[C:27]3=[CH:26][CH:25]=2)=[CH:22][N:23]=1)=[O:12])[C@H:7]([CH2:9][CH3:10])[CH3:8])=[O:4].